Predict the reactants needed to synthesize the given product. From a dataset of Full USPTO retrosynthesis dataset with 1.9M reactions from patents (1976-2016). (1) Given the product [NH2:16][CH2:15][CH2:14][NH:17][C:3]([C:5]1[CH:10]=[CH:9][N:8]=[C:7]([C:11]([OH:13])=[O:12])[CH:6]=1)=[O:4], predict the reactants needed to synthesize it. The reactants are: CO[C:3]([C:5]1[CH:10]=[CH:9][N:8]=[C:7]([C:11]([OH:13])=[O:12])[CH:6]=1)=[O:4].[CH2:14]([NH2:17])[CH2:15][NH2:16]. (2) Given the product [F:16][C:17]1[CH:24]=[CH:23][C:20]([CH2:21][S:15][C:13]2[O:14][C:10]([C:7]3[CH:8]=[CH:9][C:4]4[NH:3][CH:2]=[N:1][C:5]=4[CH:6]=3)=[N:11][N:12]=2)=[CH:19][CH:18]=1, predict the reactants needed to synthesize it. The reactants are: [NH:1]1[C:5]2[CH:6]=[C:7]([C:10]3[O:14][C:13]([SH:15])=[N:12][N:11]=3)[CH:8]=[CH:9][C:4]=2[N:3]=[CH:2]1.[F:16][C:17]1[CH:24]=[CH:23][C:20]([CH2:21]Cl)=[CH:19][CH:18]=1. (3) Given the product [CH3:47][O:48][C:49](=[O:63])[CH2:50][CH:51]([NH:62][C:11](=[O:13])[CH:9]([NH:8][C:1]([O:3][C:4]([CH3:5])([CH3:6])[CH3:7])=[O:2])[CH3:10])[CH2:52][C:53]1[CH:58]=[C:57]([F:59])[C:56]([F:60])=[CH:55][C:54]=1[F:61], predict the reactants needed to synthesize it. The reactants are: [C:1]([NH:8][C@H:9]([C:11]([OH:13])=O)[CH3:10])([O:3][C:4]([CH3:7])([CH3:6])[CH3:5])=[O:2].ON1C2C=CC=CC=2N=N1.C(N(C(CC)C)C(C)C)(C)C.CCN=C=NCCCN(C)C.Cl.[CH3:47][O:48][C:49](=[O:63])[CH2:50][CH:51]([NH2:62])[CH2:52][C:53]1[CH:58]=[C:57]([F:59])[C:56]([F:60])=[CH:55][C:54]=1[F:61]. (4) Given the product [CH3:21][C:19]1[CH:20]=[C:16]([CH:14]=[O:15])[N:17]([C:22]2[CH:27]=[CH:26][CH:25]=[CH:24][CH:23]=2)[N:18]=1, predict the reactants needed to synthesize it. The reactants are: ClC1C=C(N2CCN([C:14]([C:16]3[N:17]([C:22]4[CH:27]=[CH:26][CH:25]=[CH:24][CH:23]=4)[N:18]=[C:19]([CH3:21])[CH:20]=3)=[O:15])CC2)C=CC=1.O1C2C=CC=C(N3CCNCC3)C=2OC1. (5) Given the product [F:21][C:4]1[CH:3]=[C:2]([C:29]2[CH:30]=[CH:31][C:26]([C:24]([O:23][CH3:22])=[O:25])=[CH:27][CH:28]=2)[CH:20]=[CH:19][C:5]=1[O:6][CH2:7][CH:8]1[CH2:13][CH2:12][N:11]([CH2:14][C:15]([F:18])([CH3:17])[CH3:16])[CH2:10][CH2:9]1, predict the reactants needed to synthesize it. The reactants are: Br[C:2]1[CH:20]=[CH:19][C:5]([O:6][CH2:7][CH:8]2[CH2:13][CH2:12][N:11]([CH2:14][C:15]([F:18])([CH3:17])[CH3:16])[CH2:10][CH2:9]2)=[C:4]([F:21])[CH:3]=1.[CH3:22][O:23][C:24]([C:26]1[CH:31]=[CH:30][C:29](B(O)O)=[CH:28][CH:27]=1)=[O:25].C([O-])([O-])=O.[Cs+].[Cs+]. (6) Given the product [CH2:5]([O:12][C:13]1[CH:18]=[C:17]([O:19][CH2:20][C:21]2[CH:26]=[CH:25][CH:24]=[CH:23][CH:22]=2)[C:16]([N+:1]([O-:4])=[O:2])=[CH:15][C:14]=1[CH:27]([CH3:29])[CH3:28])[C:6]1[CH:7]=[CH:8][CH:9]=[CH:10][CH:11]=1, predict the reactants needed to synthesize it. The reactants are: [N+:1]([O-:4])(O)=[O:2].[CH2:5]([O:12][C:13]1[CH:18]=[C:17]([O:19][CH2:20][C:21]2[CH:26]=[CH:25][CH:24]=[CH:23][CH:22]=2)[CH:16]=[CH:15][C:14]=1[CH:27]([CH3:29])[CH3:28])[C:6]1[CH:11]=[CH:10][CH:9]=[CH:8][CH:7]=1.C([O-])(O)=O.[Na+]. (7) Given the product [N:24]1([S:21]([N:20]([CH2:28][O:29][CH2:30][CH2:31][Si:32]([CH3:33])([CH3:35])[CH3:34])[C:18]2[CH:17]=[C:16]([NH:36][C@H:37]([CH3:40])[CH2:38][OH:39])[N:15]=[C:14]([S-:11])[N:19]=2)(=[O:22])=[O:23])[CH2:27][CH2:26][CH2:25]1.[Na+:3], predict the reactants needed to synthesize it. The reactants are: O.[SH-].[Na+:3].C([S:11]([C:14]1[N:19]=[C:18]([N:20]([CH2:28][O:29][CH2:30][CH2:31][Si:32]([CH3:35])([CH3:34])[CH3:33])[S:21]([N:24]2[CH2:27][CH2:26][CH2:25]2)(=[O:23])=[O:22])[CH:17]=[C:16]([NH:36][C@H:37]([CH3:40])[CH2:38][OH:39])[N:15]=1)(=O)=O)C1C=CC=CC=1. (8) Given the product [Cl:71][C:54]1[CH:55]=[C:56]([F:70])[C:57]([C:58](=[O:59])[NH:60][CH2:61][C:62]2[CH:67]=[CH:66][CH:65]=[C:64]([Cl:68])[CH:63]=2)=[CH:69][C:53]=1[NH:52][C:48]([C:46]1[C:45](=[O:51])[NH:44][C:42]2[N:43]=[C:38]([N:35]3[CH2:34][CH2:33][O:32][CH2:37][CH2:36]3)[N:39]=[CH:40][C:41]=2[CH:47]=1)=[O:50], predict the reactants needed to synthesize it. The reactants are: CN(C(ON1N=NC2C=CC=NC1=2)=[N+](C)C)C.F[P-](F)(F)(F)(F)F.C(N(CC)CC)C.[O:32]1[CH2:37][CH2:36][N:35]([C:38]2[N:39]=[CH:40][C:41]3[CH:47]=[C:46]([C:48]([OH:50])=O)[C:45](=[O:51])[NH:44][C:42]=3[N:43]=2)[CH2:34][CH2:33]1.[NH2:52][C:53]1[C:54]([Cl:71])=[CH:55][C:56]([F:70])=[C:57]([CH:69]=1)[C:58]([NH:60][CH2:61][C:62]1[CH:67]=[CH:66][CH:65]=[C:64]([Cl:68])[CH:63]=1)=[O:59]. (9) Given the product [OH:16][NH:15][C:3](=[O:2])[C:4]1[CH:9]=[CH:8][C:7]([CH2:10][OH:11])=[CH:6][C:5]=1[OH:12], predict the reactants needed to synthesize it. The reactants are: C[O:2][C:3](=O)[C:4]1[CH:9]=[CH:8][C:7]([CH2:10][OH:11])=[CH:6][C:5]=1[OH:12].Cl.[NH2:15][OH:16].CO.C[O-].[Na+].CO. (10) Given the product [ClH:35].[CH3:1][O:2][C:3]1[CH:4]=[C:5]([S:9]([C:12]2[CH:13]=[C:14]3[C:18](=[CH:19][CH:20]=2)[N:17]([CH3:21])[C:16]2[CH2:22][CH:23]4[NH:27][CH:26]([C:15]3=2)[CH2:25][CH2:24]4)(=[O:11])=[O:10])[CH:6]=[CH:7][CH:8]=1, predict the reactants needed to synthesize it. The reactants are: [CH3:1][O:2][C:3]1[CH:4]=[C:5]([S:9]([C:12]2[CH:20]=[CH:19][C:18]3[N:17]([CH3:21])[C:16]4[CH2:22][CH:23]5[NH:27][CH:26]([C:15]=4[C:14]=3[C:13]=2C(OC(C)(C)C)=O)[CH2:25][CH2:24]5)(=[O:11])=[O:10])[CH:6]=[CH:7][CH:8]=1.[ClH:35].